Dataset: Forward reaction prediction with 1.9M reactions from USPTO patents (1976-2016). Task: Predict the product of the given reaction. (1) The product is: [Cl:1][C:2]1[C:10]2[N:9]=[C:8]3[N:11]([C:15]4[CH:20]=[CH:19][C:18]([Cl:21])=[CH:17][C:16]=4[Cl:22])[CH2:12][CH2:13][CH2:14][N:7]3[C:6]=2[C:5]([CH:23]([O:26][CH:27]=[CH2:28])[CH2:24][CH3:25])=[CH:4][CH:3]=1. Given the reactants [Cl:1][C:2]1[C:10]2[N:9]=[C:8]3[N:11]([C:15]4[CH:20]=[CH:19][C:18]([Cl:21])=[CH:17][C:16]=4[Cl:22])[CH2:12][CH2:13][CH2:14][N:7]3[C:6]=2[C:5]([CH:23]([OH:26])[CH2:24][CH3:25])=[CH:4][CH:3]=1.[C:27](OC=C)(=O)[CH3:28].C(=O)([O-])[O-].[Na+].[Na+], predict the reaction product. (2) Given the reactants [CH3:1][N:2]1[CH2:7][CH2:6][NH:5][CH2:4][CH2:3]1.[Br:8][C:9]1[C:10]([N:17]([CH:29]2[CH2:33][CH2:32][CH2:31][CH2:30]2)[NH:18][C:19](=[O:28])[C:20]2[CH:25]=[CH:24][C:23]([CH2:26]Br)=[CH:22][CH:21]=2)=[N:11][C:12]([C:15]#[N:16])=[N:13][CH:14]=1, predict the reaction product. The product is: [Br:8][C:9]1[C:10]([N:17]([CH:29]2[CH2:33][CH2:32][CH2:31][CH2:30]2)[NH:18][C:19](=[O:28])[C:20]2[CH:25]=[CH:24][C:23]([CH2:26][N:5]3[CH2:6][CH2:7][N:2]([CH3:1])[CH2:3][CH2:4]3)=[CH:22][CH:21]=2)=[N:11][C:12]([C:15]#[N:16])=[N:13][CH:14]=1. (3) Given the reactants [Br:1][C:2]1[CH:10]=[CH:9][C:5]([C:6]([OH:8])=[O:7])=[CH:4][C:3]=1[CH3:11].[C:12](OC(O[C:12]([CH3:15])([CH3:14])[CH3:13])N(C)C)([CH3:15])([CH3:14])[CH3:13], predict the reaction product. The product is: [Br:1][C:2]1[CH:10]=[CH:9][C:5]([C:6]([O:8][C:12]([CH3:15])([CH3:14])[CH3:13])=[O:7])=[CH:4][C:3]=1[CH3:11].